This data is from Full USPTO retrosynthesis dataset with 1.9M reactions from patents (1976-2016). The task is: Predict the reactants needed to synthesize the given product. (1) Given the product [F:31][C:2]([F:30])([F:1])[C:3]1[CH:4]=[C:5]([NH:13][C:14]([NH:37][CH:32]2[CH2:36][CH2:35][CH2:34][CH2:33]2)=[C:15]([S:18]([C:21]2[CH:26]=[CH:25][C:24]([Cl:27])=[CH:23][CH:22]=2)(=[O:19])=[O:20])[C:16]#[N:17])[CH:6]=[C:7]([C:9]([F:12])([F:11])[F:10])[CH:8]=1, predict the reactants needed to synthesize it. The reactants are: [F:1][C:2]([F:31])([F:30])[C:3]1[CH:4]=[C:5]([NH:13][C:14](SC)=[C:15]([S:18]([C:21]2[CH:26]=[CH:25][C:24]([Cl:27])=[CH:23][CH:22]=2)(=[O:20])=[O:19])[C:16]#[N:17])[CH:6]=[C:7]([C:9]([F:12])([F:11])[F:10])[CH:8]=1.[CH:32]1([NH2:37])[CH2:36][CH2:35][CH2:34][CH2:33]1. (2) Given the product [OH:8][C:9]1[CH:14]=[CH:13][CH:12]=[CH:11][C:10]=1[C:15](=[O:17])[CH2:16][C:22]([C:23]1[CH:12]=[CH:11][C:10]([CH3:15])=[CH:9][CH:14]=1)=[O:25], predict the reactants needed to synthesize it. The reactants are: CC1C=CC(C([O:8][C:9]2[CH:14]=[CH:13][CH:12]=[CH:11][C:10]=2[C:15](=[O:17])[CH3:16])=O)=CC=1.[OH-].[K+].[C:22]([OH:25])(=O)[CH3:23]. (3) Given the product [CH3:1][O:2][C:3](=[O:16])[C:4]1[C:9]([Cl:10])=[CH:8][C:7]([C:20]2[C:21]([CH2:25][CH3:26])=[CH:22][CH:23]=[CH:24][C:19]=2[CH2:17][CH3:18])=[N:6][C:5]=1[C:12]([F:15])([F:14])[F:13], predict the reactants needed to synthesize it. The reactants are: [CH3:1][O:2][C:3](=[O:16])[C:4]1[C:9]([Cl:10])=[CH:8][C:7](Cl)=[N:6][C:5]=1[C:12]([F:15])([F:14])[F:13].[CH2:17]([C:19]1[CH:24]=[CH:23][CH:22]=[C:21]([CH2:25][CH3:26])[C:20]=1B(O)O)[CH3:18].C(=O)([O-])[O-].[Na+].[Na+]. (4) Given the product [OH:6][C@H:5]([CH2:4][OH:3])[CH2:7][O:8][NH:9][C:10]([C:12]1[O:20][C:19]2[CH:18]=[CH:17][N:16]=[CH:15][C:14]=2[C:13]=1[NH:21][C:22]1[CH:27]=[C:26]([F:28])[C:25]([I:29])=[CH:24][C:23]=1[F:30])=[O:11], predict the reactants needed to synthesize it. The reactants are: CC1(C)[O:6][C@@H:5]([CH2:7][O:8][NH:9][C:10]([C:12]2[O:20][C:19]3[CH:18]=[CH:17][N:16]=[CH:15][C:14]=3[C:13]=2[NH:21][C:22]2[CH:27]=[C:26]([F:28])[C:25]([I:29])=[CH:24][C:23]=2[F:30])=[O:11])[CH2:4][O:3]1. (5) Given the product [CH3:22][C:15]1[N:14]=[C:13]([N:10]2[CH2:11][CH2:12][C:6]3([O:5][N:4]=[C:3]([C:1]#[C:2][CH3:23])[CH2:7]3)[CH2:8][CH2:9]2)[C:18]([N+:19]([O-:21])=[O:20])=[CH:17][CH:16]=1, predict the reactants needed to synthesize it. The reactants are: [C:1]([C:3]1[CH2:7][C:6]2([CH2:12][CH2:11][N:10]([C:13]3[C:18]([N+:19]([O-:21])=[O:20])=[CH:17][CH:16]=[C:15]([CH3:22])[N:14]=3)[CH2:9][CH2:8]2)[O:5][N:4]=1)#[CH:2].[CH2:23]([Li])CCC.CCCCCC.CI.